From a dataset of Forward reaction prediction with 1.9M reactions from USPTO patents (1976-2016). Predict the product of the given reaction. (1) Given the reactants [CH3:1][C@@H:2]1[NH:7][CH2:6][CH2:5][N:4]([CH2:8][C:9]2[CH:14]=[CH:13][C:12]([N:15]3[CH2:20][CH2:19][O:18][CH2:17][CH2:16]3)=[CH:11][C:10]=2[O:21][C:22]([F:25])([F:24])[F:23])[CH2:3]1.[C:26](=O)([O:35]N1C(=O)CCC1=O)[O:27][N:28]1[C:32](=[O:33])[CH2:31][CH2:30][C:29]1=[O:34].C(N(CC)CC)C, predict the reaction product. The product is: [CH3:1][C@H:2]1[CH2:3][N:4]([CH2:8][C:9]2[CH:14]=[CH:13][C:12]([N:15]3[CH2:16][CH2:17][O:18][CH2:19][CH2:20]3)=[CH:11][C:10]=2[O:21][C:22]([F:25])([F:23])[F:24])[CH2:5][CH2:6][N:7]1[C:26]([O:27][N:28]1[C:32](=[O:33])[CH2:31][CH2:30][C:29]1=[O:34])=[O:35]. (2) Given the reactants [CH2:1]=[CH:2][CH2:3][CH2:4][CH2:5][CH2:6][CH2:7][CH2:8][CH2:9]CC.[C:12]1(C)[CH:17]=[CH:16][CH:15]=[C:14]([CH:18]=[CH:19][CH2:20][CH3:21])[CH:13]=1.Cl[CH2:24]Cl, predict the reaction product. The product is: [C:13]1([CH3:24])[CH:12]=[CH:17][CH:16]=[CH:15][C:14]=1[CH2:18][CH2:19][CH:20]=[CH:21][CH2:1][CH2:2][CH2:3][CH2:4][CH2:5][CH2:6][CH2:7][CH2:8][CH3:9]. (3) Given the reactants Br[CH2:2][C:3]1[CH:8]=[CH:7][C:6]([C:9]2[N:10]=[N:11][S:12][CH:13]=2)=[CH:5][CH:4]=1.[ClH:14].[CH3:15][O:16][C:17]1[CH:18]=[C:19]([C:25]2[C@@H:34]3[C@@H:29]([CH2:30][CH:31]=[CH:32][CH2:33]3)[C:28](=[O:35])[N:27]([CH:36]3[CH2:41][CH2:40][N:39](CC4C=C5C(C=CC(=O)O5)=CC=4)[CH2:38][CH2:37]3)[N:26]=2)[CH:20]=[CH:21][C:22]=1[O:23][CH3:24], predict the reaction product. The product is: [ClH:14].[ClH:14].[CH3:15][O:16][C:17]1[CH:18]=[C:19]([C:25]2[C@@H:34]3[C@@H:29]([CH2:30][CH:31]=[CH:32][CH2:33]3)[C:28](=[O:35])[N:27]([CH:36]3[CH2:41][CH2:40][N:39]([CH2:2][C:3]4[CH:8]=[CH:7][C:6]([C:9]5[N:10]=[N:11][S:12][CH:13]=5)=[CH:5][CH:4]=4)[CH2:38][CH2:37]3)[N:26]=2)[CH:20]=[CH:21][C:22]=1[O:23][CH3:24]. (4) Given the reactants [NH2:1][C:2]1[C:7]([Br:8])=[CH:6][C:5]([F:9])=[CH:4][C:3]=1[SH:10].CN1C(=O)[CH2:15][CH2:14][CH2:13]1.C(Cl)(=O)CC, predict the reaction product. The product is: [Br:8][C:7]1[C:2]2[N:1]=[C:13]([CH2:14][CH3:15])[S:10][C:3]=2[CH:4]=[C:5]([F:9])[CH:6]=1.